From a dataset of Merck oncology drug combination screen with 23,052 pairs across 39 cell lines. Regression. Given two drug SMILES strings and cell line genomic features, predict the synergy score measuring deviation from expected non-interaction effect. (1) Drug 1: O=c1[nH]cc(F)c(=O)[nH]1. Drug 2: CNC(=O)c1cc(Oc2ccc(NC(=O)Nc3ccc(Cl)c(C(F)(F)F)c3)cc2)ccn1. Cell line: NCIH2122. Synergy scores: synergy=-3.77. (2) Drug 1: COC12C(COC(N)=O)C3=C(C(=O)C(C)=C(N)C3=O)N1CC1NC12. Drug 2: CNC(=O)c1cc(Oc2ccc(NC(=O)Nc3ccc(Cl)c(C(F)(F)F)c3)cc2)ccn1. Cell line: HT144. Synergy scores: synergy=-18.4.